Dataset: Catalyst prediction with 721,799 reactions and 888 catalyst types from USPTO. Task: Predict which catalyst facilitates the given reaction. (1) Reactant: BrC1C2N3CCN(C)C(=O)C3=[C:10]([O:11][CH2:12][C:13]3C=CC=CC=3)[C:6]=2C(=O)N(CC2C=CC(F)=C(Cl)C=2)N=1.C([Sn](CCCC)(CCCC)C(OCC)=C)CCC.[O:53]1[CH2:58][CH2:57][O:56][CH2:55][CH2:54]1. Product: [CH2:58]([O:53][CH:54]=[CH:55][O:56][CH:6]=[CH:10][O:11][CH2:12][CH3:13])[CH3:57]. The catalyst class is: 235. (2) Reactant: [CH3:1][N:2]1[CH2:7][CH2:6][N:5]([CH:8]2[CH2:13][CH2:12][CH2:11][N:10]([C:14]3[CH:19]=[CH:18][C:17]([N+:20]([O-])=O)=[CH:16][CH:15]=3)[CH2:9]2)[CH2:4][CH2:3]1.C(O)C.[H][H]. Product: [CH3:1][N:2]1[CH2:3][CH2:4][N:5]([CH:8]2[CH2:13][CH2:12][CH2:11][N:10]([C:14]3[CH:19]=[CH:18][C:17]([NH2:20])=[CH:16][CH:15]=3)[CH2:9]2)[CH2:6][CH2:7]1. The catalyst class is: 45.